From a dataset of Reaction yield outcomes from USPTO patents with 853,638 reactions. Predict the reaction yield, written as a fraction of the theoretical maximum amount of product (1.0 means a 100% yield; for example, 0.34 means a 34% yield). (1) The reactants are F[C:2]1[CH:7]=[CH:6][C:5]([C:8]2[N:12]=[C:11]([C:13]3[CH:14]=[CH:15][C:16]([N:21]4[CH2:26][CH2:25][CH:24]([F:27])[CH2:23][CH2:22]4)=[C:17]([CH:20]=3)[C:18]#[N:19])[O:10][N:9]=2)=[CH:4][CH:3]=1.[NH2:28][C@@H:29]1[CH2:33][CH2:32][C@H:31]([C:34]([OH:36])=[O:35])[CH2:30]1.C(=O)([O-])[O-].[K+].[K+].CN(C=O)C. The catalyst is CS(C)=O.CC#N. The product is [C:18]([C:17]1[CH:20]=[C:13]([C:11]2[O:10][N:9]=[C:8]([C:5]3[CH:6]=[CH:7][C:2]([NH:28][C@@H:29]4[CH2:33][CH2:32][C@H:31]([C:34]([OH:36])=[O:35])[CH2:30]4)=[CH:3][CH:4]=3)[N:12]=2)[CH:14]=[CH:15][C:16]=1[N:21]1[CH2:22][CH2:23][CH:24]([F:27])[CH2:25][CH2:26]1)#[N:19]. The yield is 0.0340. (2) The catalyst is C1COCC1.CC(O)C. The product is [CH:9]1([NH:8][C:6]2[C:5]([N+:14]([O-:16])=[O:15])=[CH:4][N:3]=[C:2]([NH:17][C:18]3[CH:19]=[CH:20][C:21]([N:24]4[CH2:25][CH2:26][N:27]([CH3:30])[CH2:28][CH2:29]4)=[CH:22][CH:23]=3)[N:7]=2)[CH2:13][CH2:12][CH2:11][CH2:10]1. The yield is 0.770. The reactants are Cl[C:2]1[N:7]=[C:6]([NH:8][CH:9]2[CH2:13][CH2:12][CH2:11][CH2:10]2)[C:5]([N+:14]([O-:16])=[O:15])=[CH:4][N:3]=1.[NH2:17][C:18]1[CH:23]=[CH:22][C:21]([N:24]2[CH2:29][CH2:28][N:27]([CH3:30])[CH2:26][CH2:25]2)=[CH:20][CH:19]=1. (3) The reactants are [Li+].[OH-].[O:3]1[CH2:8][CH2:7][O:6][C:5]2[CH:9]=[C:10]([C:13]([NH:15][C@@H:16]3[CH2:21][CH2:20][N:19]([C:22]([O:24][C:25]([CH3:28])([CH3:27])[CH3:26])=[O:23])[C@@H:18]([C:29]([O:31]C)=[O:30])[CH2:17]3)=[O:14])[CH:11]=[CH:12][C:4]1=2.Cl. The catalyst is C1COCC1.CO.O. The product is [C:25]([O:24][C:22]([N:19]1[CH2:20][CH2:21][C@@H:16]([NH:15][C:13]([C:10]2[CH:11]=[CH:12][C:4]3[O:3][CH2:8][CH2:7][O:6][C:5]=3[CH:9]=2)=[O:14])[CH2:17][C@@H:18]1[C:29]([OH:31])=[O:30])=[O:23])([CH3:28])([CH3:26])[CH3:27]. The yield is 0.960. (4) The reactants are C(N(CC)CC)C.[N:8]1([C:14]([O:16][C:17]([CH3:20])([CH3:19])[CH3:18])=[O:15])[CH2:13][CH2:12][NH:11][CH2:10][CH2:9]1.Cl[C:22]1[C:23]2[C@H:30]([CH3:31])[CH2:29][CH2:28][C:24]=2[N:25]=[CH:26][N:27]=1.C(OCC)(=O)C. The catalyst is CCCCO. The product is [CH3:31][C@H:30]1[C:23]2[C:22]([N:11]3[CH2:12][CH2:13][N:8]([C:14]([O:16][C:17]([CH3:20])([CH3:19])[CH3:18])=[O:15])[CH2:9][CH2:10]3)=[N:27][CH:26]=[N:25][C:24]=2[CH2:28][CH2:29]1. The yield is 0.741. (5) The reactants are [H-].[Na+].[F:3][C:4]([F:28])([F:27])[O:5][C:6]1[CH:11]=[CH:10][C:9]([N:12]2[CH:16]=[N:15][C:14]([C:17]3[CH:22]=[CH:21][C:20]([C:23](=O)[CH2:24][CH3:25])=[CH:19][CH:18]=3)=[N:13]2)=[CH:8][CH:7]=1.[C:29]([O:32][CH2:33][CH3:34])(=[O:31])[CH3:30]. The catalyst is O.[Pd]. The product is [F:28][C:4]([F:3])([F:27])[O:5][C:6]1[CH:11]=[CH:10][C:9]([N:12]2[CH:16]=[N:15][C:14]([C:17]3[CH:22]=[CH:21][C:20]([CH:23]([CH2:24][CH3:25])[CH2:30][C:29]([O:32][CH2:33][CH3:34])=[O:31])=[CH:19][CH:18]=3)=[N:13]2)=[CH:8][CH:7]=1. The yield is 0.900. (6) The reactants are [Br:1][C:2]1[C:10]2[O:9][C:8]([CH2:11]Br)=[CH:7][C:6]=2[C:5]([F:13])=[C:4]([F:14])[CH:3]=1.[CH3:15][OH:16].C[O-].[Na+]. The catalyst is CO. The product is [Br:1][C:2]1[C:10]2[O:9][C:8]([CH2:11][O:16][CH3:15])=[CH:7][C:6]=2[C:5]([F:13])=[C:4]([F:14])[CH:3]=1. The yield is 0.800. (7) The reactants are [Cl:1][C:2]1[CH:7]=[CH:6][C:5]([CH2:8][C:9]([C:11]2[CH:16]=[C:15]([OH:17])[CH:14]=[CH:13][C:12]=2[OH:18])=[O:10])=[CH:4][C:3]=1[F:19].C1(C)C=CC(S([O-])(=O)=O)=CC=1.[NH+]1C=CC=CC=1.[O:37]1[CH:42]=[CH:41][CH2:40][CH2:39][CH2:38]1. The catalyst is C(Cl)Cl. The product is [Cl:1][C:2]1[CH:7]=[CH:6][C:5]([CH2:8][C:9]([C:11]2[CH:16]=[C:15]([O:17][CH:38]3[CH2:39][CH2:40][CH2:41][CH2:42][O:37]3)[CH:14]=[CH:13][C:12]=2[OH:18])=[O:10])=[CH:4][C:3]=1[F:19]. The yield is 0.810.